Dataset: Forward reaction prediction with 1.9M reactions from USPTO patents (1976-2016). Task: Predict the product of the given reaction. The product is: [NH2:13][C:14]1[N:15]=[C:16]([N:25]2[CH2:26][CH2:27][N:28]([C:31](=[O:41])[CH2:32][O:33][C:34]3[CH:39]=[CH:38][C:37]([Cl:40])=[CH:36][CH:35]=3)[CH2:29][CH2:30]2)[C:17]2[N:23]=[C:22]([C:6]3[CH:5]=[C:4]4[C:9](=[CH:8][CH:7]=3)[NH:1][CH:2]=[CH:3]4)[CH:21]=[CH:20][C:18]=2[N:19]=1. Given the reactants [NH:1]1[C:9]2[C:4](=[CH:5][C:6](B(O)O)=[CH:7][CH:8]=2)[CH:3]=[CH:2]1.[NH2:13][C:14]1[N:15]=[C:16]([N:25]2[CH2:30][CH2:29][N:28]([C:31](=[O:41])[CH2:32][O:33][C:34]3[CH:39]=[CH:38][C:37]([Cl:40])=[CH:36][CH:35]=3)[CH2:27][CH2:26]2)[C:17]2[N:23]=[C:22](Cl)[CH:21]=[CH:20][C:18]=2[N:19]=1, predict the reaction product.